This data is from Reaction yield outcomes from USPTO patents with 853,638 reactions. The task is: Predict the reaction yield, written as a fraction of the theoretical maximum amount of product (1.0 means a 100% yield; for example, 0.34 means a 34% yield). (1) The reactants are Br[C:2]1[CH:7]=[CH:6][C:5]([NH2:8])=[C:4]([O:9][C:10]([F:13])([F:12])[F:11])[CH:3]=1.[Li]N([Si](C)(C)C)[Si](C)(C)C.[CH3:24][N:25]1[CH2:30][CH2:29][NH:28][CH2:27][CH2:26]1. The catalyst is C1COCC1.C1(P(C2CCCCC2)C2C=CC=CC=2C2C=CC=CC=2N(C)C)CCCCC1. The product is [CH3:24][N:25]1[CH2:30][CH2:29][N:28]([C:2]2[CH:7]=[CH:6][C:5]([NH2:8])=[C:4]([O:9][C:10]([F:13])([F:12])[F:11])[CH:3]=2)[CH2:27][CH2:26]1. The yield is 0.700. (2) The yield is 0.430. The product is [OH:35][CH2:34][CH2:36][NH:37][S:20]([C:16]1[CH:17]=[CH:18][CH:19]=[C:14]([C:10]2[N:9]=[C:8]([C:6]3[CH:5]=[C:4]([C:24]4[CH:25]=[CH:26][C:27]([C:30]([F:32])([F:33])[F:31])=[CH:28][CH:29]=4)[CH:3]=[C:2]([CH3:1])[N:7]=3)[CH:13]=[CH:12][CH:11]=2)[CH:15]=1)(=[O:22])=[O:21]. The catalyst is C1COCC1.CCOC(C)=O. The reactants are [CH3:1][C:2]1[N:7]=[C:6]([C:8]2[CH:13]=[CH:12][CH:11]=[C:10]([C:14]3[CH:15]=[C:16]([S:20](Cl)(=[O:22])=[O:21])[CH:17]=[CH:18][CH:19]=3)[N:9]=2)[CH:5]=[C:4]([C:24]2[CH:29]=[CH:28][C:27]([C:30]([F:33])([F:32])[F:31])=[CH:26][CH:25]=2)[CH:3]=1.[CH2:34]([CH2:36][NH2:37])[OH:35]. (3) The reactants are [CH2:1]([C:3]1[O:7][C:6]([CH2:8][C:9]2[CH:14]=[C:13]([NH:15]C(=O)C(F)(F)F)[CH:12]=[CH:11][C:10]=2[S:22](Cl)(=[O:24])=[O:23])=[N:5][N:4]=1)[CH3:2].[NH2:26][C:27]1[CH:28]=[CH:29][C:30]2[CH2:34][O:33][B:32]([OH:35])[C:31]=2[CH:36]=1.N1C=CC=CC=1. The catalyst is C(#N)C. The product is [NH2:15][C:13]1[CH:12]=[CH:11][C:10]([S:22]([NH:26][C:27]2[CH:28]=[CH:29][C:30]3[CH2:34][O:33][B:32]([OH:35])[C:31]=3[CH:36]=2)(=[O:23])=[O:24])=[C:9]([CH2:8][C:6]2[O:7][C:3]([CH2:1][CH3:2])=[N:4][N:5]=2)[CH:14]=1. The yield is 0.910. (4) The catalyst is CN(C=O)C. The reactants are [NH2:1][C:2]1[C:3]([C:14]([NH:16][NH2:17])=O)=[N:4][C:5]([C:8]2[CH:9]=[N:10][CH:11]=[CH:12][CH:13]=2)=[CH:6][N:7]=1.[S:18]1[CH:22]=[CH:21][CH:20]=[C:19]1[C:23](N)=[NH:24].C([O-])C.[Na+]. The product is [N:10]1[CH:11]=[CH:12][CH:13]=[C:8]([C:5]2[N:4]=[C:3]([C:14]3[NH:24][C:23]([C:19]4[S:18][CH:22]=[CH:21][CH:20]=4)=[N:17][N:16]=3)[C:2]([NH2:1])=[N:7][CH:6]=2)[CH:9]=1. The yield is 0.310. (5) The catalyst is CO. The product is [F:1][C:2]1[CH:3]=[CH:4][C:5]([CH:8]([OH:26])[CH:9]([CH2:15][C:16]2[CH:17]=[CH:18][C:19]([C:22]([F:24])([F:25])[F:23])=[CH:20][CH:21]=2)[C:10]([O:12][CH2:13][CH3:14])=[O:11])=[CH:6][CH:7]=1. The reactants are [F:1][C:2]1[CH:7]=[CH:6][C:5]([C:8](=[O:26])[CH:9]([CH2:15][C:16]2[CH:21]=[CH:20][C:19]([C:22]([F:25])([F:24])[F:23])=[CH:18][CH:17]=2)[C:10]([O:12][CH2:13][CH3:14])=[O:11])=[CH:4][CH:3]=1.[BH4-].[Na+].Cl. The yield is 0.840.